From a dataset of B-cell epitopes from IEDB database with 3,159 antigens for binding position prediction. Token-level Classification. Given an antigen amino acid sequence, predict which amino acid positions are active epitope sites capable of antibody binding. Output is a list of indices for active positions. Given the antigen sequence: MRKKLTALVLSALPLAAVADVSLYGEIKAGVEGRNYQLQLTEAQAANGGASGQVKVTKAKSRIRTKISDFGSFIGFKGSEDLGDGLKAVWQLEQDVSVAGGGATQWGNRESFIGLAGEFGTLRAGRVANQFDDASQAIDPWDSNNDVASQLGIFKRHDDMPVSVRYDSPEFSGFSGSVQFVPIQNSKSAYTPAYYTKDTNNNLTLVPAVVGKPGSDVYYAGLNYKNGGFAGNYAFKYARHANVGRNAFELFLIGSGSDQAKGTDPLKNHQVHRLTGGYEEGGLNLALAAQLDLSENGDKTKNSTTEIAATASYRFGNAVPRISYAHGFDFIERGKKGENTSYDQIIAGVDYDFSKRTSAIVSGAWLKRNTGIGNYTQINAASVGLRHKF, which amino acid positions are active epitope sites? The epitope positions are: [192, 193, 194, 195, 196, 197, 198, 199, 200, 201]. The amino acids at these positions are: AYYTKDTNNN.